This data is from Reaction yield outcomes from USPTO patents with 853,638 reactions. The task is: Predict the reaction yield, written as a fraction of the theoretical maximum amount of product (1.0 means a 100% yield; for example, 0.34 means a 34% yield). The reactants are [NH2:1][C:2]1[CH:9]=[CH:8][C:5]([CH2:6][OH:7])=[CH:4][CH:3]=1.C1C=CC2N(O)N=NC=2C=1.[CH2:20]([O:38][CH:39]1[CH:44]([O:45][CH2:46][CH2:47][CH2:48][CH2:49][CH2:50][CH2:51][CH2:52][CH2:53][CH2:54][CH2:55][CH2:56][CH2:57][CH2:58][CH2:59][CH2:60][CH2:61][CH2:62][CH3:63])[CH:43]([O:64][CH2:65][CH2:66][CH2:67][CH2:68][CH2:69][CH2:70][CH2:71][CH2:72][CH2:73][CH2:74][CH2:75][CH2:76][CH2:77][CH2:78][CH2:79][CH2:80][CH2:81][CH3:82])[CH2:42][CH:41]([C:83](O)=[O:84])[CH2:40]1)[CH2:21][CH2:22][CH2:23][CH2:24][CH2:25][CH2:26][CH2:27][CH2:28][CH2:29][CH2:30][CH2:31][CH2:32][CH2:33][CH2:34][CH2:35][CH2:36][CH3:37].CCN=C=NCCCN(C)C.Cl. The catalyst is C(Cl)(Cl)Cl.O. The product is [OH:7][CH2:6][C:5]1[CH:8]=[CH:9][C:2]([NH:1][C:83]([CH:41]2[CH2:42][CH:43]([O:64][CH2:65][CH2:66][CH2:67][CH2:68][CH2:69][CH2:70][CH2:71][CH2:72][CH2:73][CH2:74][CH2:75][CH2:76][CH2:77][CH2:78][CH2:79][CH2:80][CH2:81][CH3:82])[CH:44]([O:45][CH2:46][CH2:47][CH2:48][CH2:49][CH2:50][CH2:51][CH2:52][CH2:53][CH2:54][CH2:55][CH2:56][CH2:57][CH2:58][CH2:59][CH2:60][CH2:61][CH2:62][CH3:63])[CH:39]([O:38][CH2:20][CH2:21][CH2:22][CH2:23][CH2:24][CH2:25][CH2:26][CH2:27][CH2:28][CH2:29][CH2:30][CH2:31][CH2:32][CH2:33][CH2:34][CH2:35][CH2:36][CH3:37])[CH2:40]2)=[O:84])=[CH:3][CH:4]=1. The yield is 0.450.